This data is from Catalyst prediction with 721,799 reactions and 888 catalyst types from USPTO. The task is: Predict which catalyst facilitates the given reaction. (1) Reactant: [CH3:1][O:2][C:3]1[CH:4]=[C:5]([C:11]2[CH:15]=[C:14]([NH2:16])[N:13]([CH3:17])[N:12]=2)[CH:6]=[C:7]([O:9][CH3:10])[CH:8]=1.C([O:20][C:21](=O)[CH2:22][C:23](=O)[CH3:24])C. Product: [CH3:10][O:9][C:7]1[CH:6]=[C:5]([C:11]2[C:15]3[C:23]([CH3:24])=[CH:22][C:21](=[O:20])[NH:16][C:14]=3[N:13]([CH3:17])[N:12]=2)[CH:4]=[C:3]([O:2][CH3:1])[CH:8]=1. The catalyst class is: 15. (2) Reactant: [Si:1]([O:8][CH2:9][CH2:10][NH:11][C:12]1[CH:22]=[CH:21][C:15]([C:16]([O:18][CH2:19][CH3:20])=[O:17])=[CH:14][CH:13]=1)([C:4]([CH3:7])([CH3:6])[CH3:5])([CH3:3])[CH3:2].C=O.[C:25](O[BH-](OC(=O)C)OC(=O)C)(=O)C.[Na+].C(=O)([O-])O.[Na+]. Product: [Si:1]([O:8][CH2:9][CH2:10][N:11]([CH3:25])[C:12]1[CH:13]=[CH:14][C:15]([C:16]([O:18][CH2:19][CH3:20])=[O:17])=[CH:21][CH:22]=1)([C:4]([CH3:6])([CH3:7])[CH3:5])([CH3:3])[CH3:2]. The catalyst class is: 4.